Predict the reactants needed to synthesize the given product. From a dataset of Full USPTO retrosynthesis dataset with 1.9M reactions from patents (1976-2016). Given the product [Si:5]([O:9][C@@H:10]1[C:15](=[O:16])[CH:14]=[CH:13][C@@H:12]([O:17][CH2:18][C:19]2[CH:20]=[CH:21][C:22]([O:25][CH3:26])=[CH:23][CH:24]=2)[CH2:11]1)([C:1]([CH3:4])([CH3:3])[CH3:2])([CH3:8])[CH3:7], predict the reactants needed to synthesize it. The reactants are: [C:1]([Si:5]([CH3:8])([CH3:7])Cl)([CH3:4])([CH3:3])[CH3:2].[OH:9][C@@H:10]1[C:15](=[O:16])[CH:14]=[CH:13][C@@H:12]([O:17][CH2:18][C:19]2[CH:24]=[CH:23][C:22]([O:25][CH3:26])=[CH:21][CH:20]=2)[CH2:11]1.N1C=CN=C1.